The task is: Predict the reactants needed to synthesize the given product.. This data is from Full USPTO retrosynthesis dataset with 1.9M reactions from patents (1976-2016). Given the product [Cl:1][C:2]1[CH:7]=[CH:6][C:5]([C:8]2[N:9]=[C:10]([CH3:13])[S:11][CH:12]=2)=[CH:4][C:3]=1[NH:14][C:15]1[S:16]/[C:17](=[CH:29]\[C:26]2[CH:25]=[C:23]3[C:40](=[CH:39][CH:27]=2)[N:41]=[CH:37][CH:28]=[CH:22]3)/[C:18](=[O:20])[N:19]=1, predict the reactants needed to synthesize it. The reactants are: [Cl:1][C:2]1[CH:7]=[CH:6][C:5]([C:8]2[N:9]=[C:10]([CH3:13])[S:11][CH:12]=2)=[CH:4][C:3]=1[NH:14][C:15]1[S:16][CH2:17][C:18](=[O:20])[N:19]=1.Cl[C:22]1[CH:28]=[CH:27][C:26]([C:29]2N=C(C)SC=2)=[CH:25][C:23]=1N.CS[C:37]1S[CH2:39][C:40](=O)[N:41]=1.CCCCCC.C(OCC)(=O)C.